This data is from Full USPTO retrosynthesis dataset with 1.9M reactions from patents (1976-2016). The task is: Predict the reactants needed to synthesize the given product. (1) Given the product [C:1]([O:5][C:6]([N:8]1[CH2:12][C@@H:11]([OH:13])[CH2:10][C@H:9]1[CH2:14][O:15][C:16](=[O:21])[C:17]([CH3:20])([CH3:19])[CH3:18])=[O:7])([CH3:4])([CH3:3])[CH3:2], predict the reactants needed to synthesize it. The reactants are: [C:1]([O:5][C:6]([N:8]1[CH2:12][C:11](=[O:13])[CH2:10][C@H:9]1[CH2:14][O:15][C:16](=[O:21])[C:17]([CH3:20])([CH3:19])[CH3:18])=[O:7])([CH3:4])([CH3:3])[CH3:2].[BH4-].[Na+].O. (2) Given the product [F:1][C:2]1[CH:3]=[C:4]2[C:8](=[CH:9][CH:10]=1)[N:7]([CH:11]([CH3:12])[CH3:13])[N:6]=[C:5]2[C:14]([NH:17][C@@H:18]1[CH2:22][N:21]([C:23]([O:25][C:26]([CH3:27])([CH3:28])[CH3:29])=[O:24])[C@H:20]([CH2:30][C:31]([O:33][CH3:34])=[O:32])[CH2:19]1)=[O:16], predict the reactants needed to synthesize it. The reactants are: [F:1][C:2]1[CH:3]=[C:4]2[C:8](=[CH:9][CH:10]=1)[N:7]([CH:11]([CH3:13])[CH3:12])[N:6]=[C:5]2[C:14]([OH:16])=O.[NH2:17][C@@H:18]1[CH2:22][N:21]([C:23]([O:25][C:26]([CH3:29])([CH3:28])[CH3:27])=[O:24])[C@H:20]([CH2:30][C:31]([O:33][CH3:34])=[O:32])[CH2:19]1. (3) Given the product [F:2][C:3]1([F:10])[CH2:8][CH2:7][CH:6]([NH:9][C:12](=[O:13])[O:14][C:15]2[CH:16]=[CH:17][C:18]([N+:21]([O-:23])=[O:22])=[CH:19][CH:20]=2)[CH2:5][CH2:4]1, predict the reactants needed to synthesize it. The reactants are: Cl.[F:2][C:3]1([F:10])[CH2:8][CH2:7][CH:6]([NH2:9])[CH2:5][CH2:4]1.Cl[C:12]([O:14][C:15]1[CH:20]=[CH:19][C:18]([N+:21]([O-:23])=[O:22])=[CH:17][CH:16]=1)=[O:13].CCN(C(C)C)C(C)C.CO. (4) Given the product [Br:24][C:6]1[C:7]([C:17]2[CH:18]=[CH:19][C:20]([F:23])=[CH:21][CH:22]=2)=[N:8][N:9]([C:10]2[CH:15]=[CH:14][N:13]=[C:12]([Cl:16])[CH:11]=2)[C:5]=1[CH:1]([CH2:3][CH3:4])[CH3:2], predict the reactants needed to synthesize it. The reactants are: [CH:1]([C:5]1[N:9]([C:10]2[CH:15]=[CH:14][N:13]=[C:12]([Cl:16])[CH:11]=2)[N:8]=[C:7]([C:17]2[CH:22]=[CH:21][C:20]([F:23])=[CH:19][CH:18]=2)[CH:6]=1)([CH2:3][CH3:4])[CH3:2].[Br:24]N1C(=O)CCC1=O. (5) Given the product [Cl:1][C:2]1[CH:3]=[C:4]([CH:9]=[CH:10][C:11]2[N:12]=[C:13]([C:25]#[N:26])[CH:14]=[CH:15][CH:16]=2)[CH:5]=[CH:6][C:7]=1[Cl:8], predict the reactants needed to synthesize it. The reactants are: [Cl:1][C:2]1[CH:3]=[C:4]([CH:9]=[CH:10][C:11]2[CH:16]=[CH:15][CH:14]=[CH:13][N+:12]=2[O-])[CH:5]=[CH:6][C:7]=1[Cl:8].COS(OC)(=O)=O.[C-:25]#[N:26].[Na+]. (6) Given the product [F:1][C:2]([F:26])([F:25])[CH2:3][NH:4][C:5]([C:7]1([CH2:20][CH2:21][CH2:22][CH2:23][N:30]2[CH2:31][CH2:32][CH2:33][N:27]([C:34]3[S:35][C:36]4[CH:42]=[CH:41][CH:40]=[CH:39][C:37]=4[N:38]=3)[CH2:28][CH2:29]2)[C:19]2[CH:18]=[CH:17][CH:16]=[CH:15][C:14]=2[C:13]2[C:8]1=[CH:9][CH:10]=[CH:11][CH:12]=2)=[O:6], predict the reactants needed to synthesize it. The reactants are: [F:1][C:2]([F:26])([F:25])[CH2:3][NH:4][C:5]([C:7]1([CH2:20][CH2:21][CH2:22][CH2:23]Br)[C:19]2[CH:18]=[CH:17][CH:16]=[CH:15][C:14]=2[C:13]2[C:8]1=[CH:9][CH:10]=[CH:11][CH:12]=2)=[O:6].[N:27]1([C:34]2[S:35][C:36]3[CH:42]=[CH:41][CH:40]=[CH:39][C:37]=3[N:38]=2)[CH2:33][CH2:32][CH2:31][NH:30][CH2:29][CH2:28]1. (7) Given the product [Cl:1][C:2]1[CH:7]=[CH:6][C:5]([N:8]([CH2:20][C:21]2[CH:22]=[CH:23][C:24]([CH3:27])=[CH:25][CH:26]=2)[C:9]([CH:10]=[C:11]([OH:12])[C:15]([OH:16])=[O:14])=[O:19])=[CH:4][CH:3]=1, predict the reactants needed to synthesize it. The reactants are: [Cl:1][C:2]1[CH:7]=[CH:6][C:5]([N:8]([CH2:20][C:21]2[CH:26]=[CH:25][C:24]([CH3:27])=[CH:23][CH:22]=2)[C:9](=[O:19])[CH:10]=[C:11]2[C:15](=[O:16])[O:14]C(C)(C)[O:12]2)=[CH:4][CH:3]=1.N#N.